Dataset: Peptide-MHC class II binding affinity with 134,281 pairs from IEDB. Task: Regression. Given a peptide amino acid sequence and an MHC pseudo amino acid sequence, predict their binding affinity value. This is MHC class II binding data. (1) The peptide sequence is INLIGRGGDEALTGF. The MHC is DRB1_0404 with pseudo-sequence DRB1_0404. The binding affinity (normalized) is 0.0221. (2) The peptide sequence is PANDKFTVFEAAFNNAIKAS. The MHC is HLA-DPA10201-DPB10501 with pseudo-sequence HLA-DPA10201-DPB10501. The binding affinity (normalized) is 0.889. (3) The peptide sequence is VMAYVGIKLGDKG. The MHC is DRB1_0401 with pseudo-sequence DRB1_0401. The binding affinity (normalized) is 0.199. (4) The binding affinity (normalized) is 0.195. The MHC is HLA-DQA10501-DQB10301 with pseudo-sequence HLA-DQA10501-DQB10301. The peptide sequence is DIFTNSRGKRASKGN. (5) The peptide sequence is PRTKYTATISGLKPG. The MHC is DRB1_0401 with pseudo-sequence DRB1_0401. The binding affinity (normalized) is 0.456. (6) The peptide sequence is VNKMLAVLDTNILWV. The MHC is HLA-DQA10501-DQB10301 with pseudo-sequence HLA-DQA10501-DQB10301. The binding affinity (normalized) is 0. (7) The peptide sequence is GVEGIGLQYLGYVIRK. The MHC is DRB1_0901 with pseudo-sequence DRB1_0901. The binding affinity (normalized) is 0.452.